Dataset: Forward reaction prediction with 1.9M reactions from USPTO patents (1976-2016). Task: Predict the product of the given reaction. (1) Given the reactants C1C2C(COC([NH:18][C@@H:19]([CH2:79][CH2:80][CH2:81][NH:82][C:83]([NH2:85])=[O:84])[C:20]([NH:22][C:23]3[CH:78]=[CH:77][C:26]([CH2:27][O:28][C:29]4[C:30]5[CH:76]=[CH:75][CH:74]=[CH:73][C:31]=5[C:32]5[C@H:33]([CH2:71][Cl:72])[CH2:34][N:35]([C:38](=[O:70])[CH2:39][CH2:40][CH2:41][CH2:42][CH2:43][O:44][C:45]6[C:46]([O:68][CH3:69])=[CH:47][C:48]7[C:54](=[O:55])[N:53]8[CH2:56][CH2:57][CH2:58][CH:52]8[C@H:51]([OH:59])[N:50]([C:60]([O:62][C:63]([CH3:66])([CH3:65])[CH3:64])=[O:61])[C:49]=7[CH:67]=6)[C:36]=5[CH:37]=4)=[CH:25][CH:24]=3)=[O:21])=O)C3C(=CC=CC=3)C=2C=CC=1.N1CCCCC1, predict the reaction product. The product is: [NH2:18][C@@H:19]([CH2:79][CH2:80][CH2:81][NH:82][C:83]([NH2:85])=[O:84])[C:20]([NH:22][C:23]1[CH:78]=[CH:77][C:26]([CH2:27][O:28][C:29]2[C:30]3[CH:76]=[CH:75][CH:74]=[CH:73][C:31]=3[C:32]3[C@H:33]([CH2:71][Cl:72])[CH2:34][N:35]([C:38](=[O:70])[CH2:39][CH2:40][CH2:41][CH2:42][CH2:43][O:44][C:45]4[C:46]([O:68][CH3:69])=[CH:47][C:48]5[C:54](=[O:55])[N:53]6[CH2:56][CH2:57][CH2:58][CH:52]6[C@H:51]([OH:59])[N:50]([C:60]([O:62][C:63]([CH3:66])([CH3:65])[CH3:64])=[O:61])[C:49]=5[CH:67]=4)[C:36]=3[CH:37]=2)=[CH:25][CH:24]=1)=[O:21]. (2) Given the reactants [CH3:1][C:2]1([OH:8])[CH2:7][CH2:6][NH:5][CH2:4][CH2:3]1.Br[CH2:10][CH2:11][Cl:12], predict the reaction product. The product is: [Cl:12][CH2:11][CH2:10][N:5]1[CH2:6][CH2:7][C:2]([CH3:1])([OH:8])[CH2:3][CH2:4]1.